This data is from Full USPTO retrosynthesis dataset with 1.9M reactions from patents (1976-2016). The task is: Predict the reactants needed to synthesize the given product. (1) Given the product [S:23]1[CH:22]=[C:21]([C:2]2[C:11]3[C:6](=[CH:7][C:8]([O:12][CH3:13])=[CH:9][CH:10]=3)[CH:5]=[C:4]([NH:14][C:15]3[CH:19]=[CH:18][NH:17][N:16]=3)[N:3]=2)[C:29]2[CH:28]=[CH:27][CH:26]=[CH:25][C:24]1=2, predict the reactants needed to synthesize it. The reactants are: Cl[C:2]1[C:11]2[C:6](=[CH:7][C:8]([O:12][CH3:13])=[CH:9][CH:10]=2)[CH:5]=[C:4]([NH:14][C:15]2[CH:19]=[CH:18][NH:17][N:16]=2)[N:3]=1.B(O)(O)[C:21]1[C:29]2[C:24](=[CH:25][CH:26]=[CH:27][CH:28]=2)[S:23][CH:22]=1. (2) Given the product [Cl:19][C:18]1[C:13]2[N:12]([CH3:20])[O:11][C@H:10]3[NH:21][C@H:22]([C:24]([O:26][C@@H:27]4[C@:36]5([OH:37])[C@H:31]([C@H:32]([C:39]([CH3:43])=[C:40]([F:42])[F:41])[CH2:33][CH2:34][C@H:35]5[CH3:38])[CH:30]=[C:29]([CH3:44])[C@H:28]4[O:45][C:46](=[O:48])[CH3:47])=[O:25])[CH2:23][C@@:9]3([OH:8])[C:14]=2[CH:15]=[CH:16][CH:17]=1, predict the reactants needed to synthesize it. The reactants are: C(OC([O:8][C@@:9]12[CH2:23][C@@H:22]([C:24]([O:26][C@H:27]3[C@@:36]4([OH:37])[C@H:31]([C@H:32]([C:39]([CH3:43])=[C:40]([F:42])[F:41])[CH2:33][CH2:34][C@@H:35]4[CH3:38])[CH:30]=[C:29]([CH3:44])[C@H:28]3[O:45][C:46](=[O:48])[CH3:47])=[O:25])[N:21](C(OC(C)(C)C)=O)[C@@H:10]1[O:11][N:12]([CH3:20])[C:13]1[C:18]([Cl:19])=[CH:17][CH:16]=[CH:15][C:14]=12)=O)(C)(C)C.Cl.